Dataset: Reaction yield outcomes from USPTO patents with 853,638 reactions. Task: Predict the reaction yield, written as a fraction of the theoretical maximum amount of product (1.0 means a 100% yield; for example, 0.34 means a 34% yield). (1) The reactants are [CH3:1][C:2]1[CH:7]=[CH:6][N:5]=[CH:4][C:3]=1[N:8]1[CH2:12][CH2:11][NH:10][C:9]1=[O:13].Br[C:15]1[CH:16]=[CH:17][C:18]([F:24])=[C:19]([C:21](=[O:23])[CH3:22])[CH:20]=1.N[C@@H]1CCCC[C@H]1N.P([O-])([O-])([O-])=O.[K+].[K+].[K+]. The catalyst is [Cu](I)I.O1CCOCC1. The product is [C:21]([C:19]1[CH:20]=[C:15]([N:10]2[CH2:11][CH2:12][N:8]([C:3]3[CH:4]=[N:5][CH:6]=[CH:7][C:2]=3[CH3:1])[C:9]2=[O:13])[CH:16]=[CH:17][C:18]=1[F:24])(=[O:23])[CH3:22]. The yield is 0.193. (2) The reactants are [C:1]([O:5][C:6](=[O:19])[N:7]([CH2:9][CH2:10][C@H:11]1[CH2:16][CH2:15][C@H:14]([CH:17]=O)[CH2:13][CH2:12]1)[CH3:8])([CH3:4])([CH3:3])[CH3:2].[CH2:20]([O:22][C:23](=[O:44])[CH:24]=P(C1C=CC=CC=1)(C1C=CC=CC=1)C1C=CC=CC=1)[CH3:21]. The catalyst is ClCCl. The product is [CH2:20]([O:22][C:23](=[O:44])/[CH:24]=[CH:17]/[C@H:14]1[CH2:15][CH2:16][C@H:11]([CH2:10][CH2:9][N:7]([C:6]([O:5][C:1]([CH3:4])([CH3:3])[CH3:2])=[O:19])[CH3:8])[CH2:12][CH2:13]1)[CH3:21]. The yield is 0.754. (3) The yield is 0.350. The product is [CH3:1][C:2]1[CH:7]=[CH:6][CH:5]=[C:4]([CH3:8])[C:3]=1[C:9]1[N:10]=[C:11]([NH:16][C:17]2[CH:22]=[CH:21][CH:20]=[CH:19][CH:18]=2)[C:12]([NH:15][C:26]2[CH:28]=[C:29]([CH3:31])[CH:30]=[C:24]([CH3:23])[CH:25]=2)=[N:13][CH:14]=1. No catalyst specified. The reactants are [CH3:1][C:2]1[CH:7]=[CH:6][CH:5]=[C:4]([CH3:8])[C:3]=1[C:9]1[N:10]=[C:11]([NH:16][C:17]2[CH:22]=[CH:21][CH:20]=[CH:19][CH:18]=2)[C:12]([NH2:15])=[N:13][CH:14]=1.[CH3:23][C:24]1[CH:25]=[C:26]([CH:28]=[C:29]([CH3:31])[CH:30]=1)N.C1(C)C=CC(S(O)(=O)=O)=CC=1. (4) The reactants are [C:1]1([S:7]([N:10]2[C:14]3=[N:15][CH:16]=[CH:17][CH:18]=[C:13]3[CH:12]=[CH:11]2)(=[O:9])=[O:8])[CH:6]=[CH:5][CH:4]=[CH:3][CH:2]=1.C([Li])CCC.CCCCCC.[CH3:30][S:31][C:32]1[CH:39]=[CH:38][C:35]([CH:36]=[O:37])=[CH:34][CH:33]=1. The catalyst is O1CCCC1. The product is [C:1]1([S:7]([N:10]2[C:14]3=[N:15][CH:16]=[CH:17][CH:18]=[C:13]3[CH:12]=[C:11]2[CH:36]([C:35]2[CH:38]=[CH:39][C:32]([S:31][CH3:30])=[CH:33][CH:34]=2)[OH:37])(=[O:9])=[O:8])[CH:2]=[CH:3][CH:4]=[CH:5][CH:6]=1. The yield is 0.730. (5) The reactants are [CH2:1]([O:8][C:9]([NH:11][C:12]1[C:13]([CH3:42])=[C:14]([C:18]2[C:30]3[C:29]4[C:24](=[CH:25][CH:26]=[C:27]([N:31]5[CH2:36][CH2:35][O:34][CH2:33][CH2:32]5)[CH:28]=4)[NH:23][C:22]=3[C:21]([C:37]([O:39]CC)=[O:38])=[N:20][CH:19]=2)[CH:15]=[CH:16][CH:17]=1)=[O:10])[C:2]1[CH:7]=[CH:6][CH:5]=[CH:4][CH:3]=1.[Li+].[OH-].O. The catalyst is CO.C1COCC1. The product is [CH2:1]([O:8][C:9]([NH:11][C:12]1[C:13]([CH3:42])=[C:14]([C:18]2[C:30]3[C:29]4[C:24](=[CH:25][CH:26]=[C:27]([N:31]5[CH2:32][CH2:33][O:34][CH2:35][CH2:36]5)[CH:28]=4)[NH:23][C:22]=3[C:21]([C:37]([OH:39])=[O:38])=[N:20][CH:19]=2)[CH:15]=[CH:16][CH:17]=1)=[O:10])[C:2]1[CH:3]=[CH:4][CH:5]=[CH:6][CH:7]=1. The yield is 0.870. (6) The reactants are FC(F)(F)C(OC(=O)C(F)(F)F)=O.[N+:14]([C:17]1[CH:37]=[CH:36][C:20]([CH2:21][O:22][C:23]([N:25]2[CH2:30][CH2:29][N:28]([N:31]=O)[CH:27]([C:33]([OH:35])=[O:34])[CH2:26]2)=[O:24])=[CH:19][CH:18]=1)([O-:16])=[O:15]. The catalyst is C1COCC1. The product is [N+:14]([C:17]1[CH:37]=[CH:36][C:20]([CH2:21][O:22][C:23]([N:25]2[CH2:30][CH2:29][N+:28]3[C-:27]([C:33](=[O:35])[O:34][N:31]=3)[CH2:26]2)=[O:24])=[CH:19][CH:18]=1)([O-:16])=[O:15]. The yield is 0.910.